From a dataset of Full USPTO retrosynthesis dataset with 1.9M reactions from patents (1976-2016). Predict the reactants needed to synthesize the given product. (1) The reactants are: C1(C2CC2C(Cl)=O)C=CC=CC=1.[C:13]1([CH:19]2[CH2:21][CH:20]2[C:22]([N:24]=[C:25]=[S:26])=[O:23])[CH:18]=[CH:17][CH:16]=[CH:15][CH:14]=1.[CH3:27][O:28][C:29]1[CH:30]=[C:31]2[C:36](=[CH:37][C:38]=1[O:39][CH3:40])[N:35]=[CH:34][CH:33]=[C:32]2[O:41][C:42]1[CH:48]=[CH:47][C:45]([NH2:46])=[CH:44][C:43]=1[F:49].C1(C)C=CC=CC=1. Given the product [C:13]1([CH:19]2[CH2:21][CH:20]2[C:22]([N:24]=[C:25]=[S:26])=[O:23])[CH:18]=[CH:17][CH:16]=[CH:15][CH:14]=1.[CH3:27][O:28][C:29]1[CH:30]=[C:31]2[C:36](=[CH:37][C:38]=1[O:39][CH3:40])[N:35]=[CH:34][CH:33]=[C:32]2[O:41][C:42]1[CH:48]=[CH:47][C:45]([NH:46][C:25]([NH:24][C:22]([CH:20]2[CH2:21][CH:19]2[C:13]2[CH:18]=[CH:17][CH:16]=[CH:15][CH:14]=2)=[O:23])=[S:26])=[CH:44][C:43]=1[F:49], predict the reactants needed to synthesize it. (2) Given the product [Cl:34][C:28]1[CH:29]=[C:30]([Cl:33])[CH:31]=[CH:32][C:27]=1[C@@H:18]1[N:19]=[C:20]([C:22]2[S:23][CH:24]=[CH:25][N:26]=2)[NH:21][C:16]([CH2:15][N:6]2[CH2:7][C:3]([F:2])([F:13])[CH2:4][C@@H:5]2[CH2:8][CH2:9][C:10]([OH:12])=[O:11])=[C:17]1[C:35]([O:37][CH2:38][CH3:39])=[O:36], predict the reactants needed to synthesize it. The reactants are: Cl.[F:2][C:3]1([F:13])[CH2:7][NH:6][C@@H:5]([CH2:8][CH2:9][C:10]([OH:12])=[O:11])[CH2:4]1.Br[CH2:15][C:16]1[NH:21][C:20]([C:22]2[S:23][CH:24]=[CH:25][N:26]=2)=[N:19][C@@H:18]([C:27]2[CH:32]=[CH:31][C:30]([Cl:33])=[CH:29][C:28]=2[Cl:34])[C:17]=1[C:35]([O:37][CH2:38][CH3:39])=[O:36].C(=O)([O-])[O-].[K+].[K+]. (3) Given the product [CH3:1][O:2][C:3]1[CH:12]=[CH:11][C:6]([CH2:7][CH2:8][C:9]#[N:10])=[CH:5][CH:4]=1, predict the reactants needed to synthesize it. The reactants are: [CH3:1][O:2][C:3]1[CH:12]=[CH:11][C:6]([CH:7]=[CH:8][C:9]#[N:10])=[CH:5][CH:4]=1. (4) Given the product [CH3:1][O:2][C:3]([C:5]1[C:10]([Cl:11])=[C:9]([NH2:12])[N:8]=[C:7]([C:13]2[CH:18]=[CH:17][C:16]([Cl:19])=[C:15]([S:20]([CH3:21])=[O:26])[C:14]=2[F:22])[N:6]=1)=[O:4], predict the reactants needed to synthesize it. The reactants are: [CH3:1][O:2][C:3]([C:5]1[C:10]([Cl:11])=[C:9]([NH2:12])[N:8]=[C:7]([C:13]2[CH:18]=[CH:17][C:16]([Cl:19])=[C:15]([S:20][CH3:21])[C:14]=2[F:22])[N:6]=1)=[O:4].OO.S([O-])([O-])=[O:26].[Na+].[Na+]. (5) Given the product [CH2:37]([N:12]1[CH2:13][CH2:14][CH:9]([C:7]2[CH:6]=[CH:5][C:4]([NH:15][C:16]3[N:21]=[C:20]([CH2:22][CH2:23][C:24]4[CH:25]=[C:26]([CH:30]=[CH:31][CH:32]=4)[C:27]([NH2:29])=[O:28])[C:19]([C:33]([F:34])([F:35])[F:36])=[CH:18][N:17]=3)=[C:3]([O:2][CH3:1])[CH:8]=2)[CH2:10][CH2:11]1)[CH3:38], predict the reactants needed to synthesize it. The reactants are: [CH3:1][O:2][C:3]1[CH:8]=[C:7]([CH:9]2[CH2:14][CH2:13][NH:12][CH2:11][CH2:10]2)[CH:6]=[CH:5][C:4]=1[NH:15][C:16]1[N:21]=[C:20]([CH2:22][CH2:23][C:24]2[CH:25]=[C:26]([CH:30]=[CH:31][CH:32]=2)[C:27]([NH2:29])=[O:28])[C:19]([C:33]([F:36])([F:35])[F:34])=[CH:18][N:17]=1.[CH:37](=O)[CH3:38].C(O[BH-](OC(=O)C)OC(=O)C)(=O)C.[Na+]. (6) Given the product [CH3:1][O:2][C:3]([C:5]1[N:6]([CH2:30][C:31]2[CH:39]=[CH:38][C:34]3[O:35][CH2:36][O:37][C:33]=3[CH:32]=2)[C:7](=[O:29])[C:8]2[C:13]([C:14]=1[C:15]1[CH:16]=[CH:17][CH:18]=[CH:19][CH:20]=1)=[CH:12][C:11]([NH2:21])=[CH:10][CH:9]=2)=[O:4], predict the reactants needed to synthesize it. The reactants are: [CH3:1][O:2][C:3]([C:5]1[N:6]([CH2:30][C:31]2[CH:39]=[CH:38][C:34]3[O:35][CH2:36][O:37][C:33]=3[CH:32]=2)[C:7](=[O:29])[C:8]2[C:13]([C:14]=1[C:15]1[CH:20]=[CH:19][CH:18]=[CH:17][CH:16]=1)=[CH:12][C:11]([NH:21]CC1C=CC=CC=1)=[CH:10][CH:9]=2)=[O:4].CO.[H][H]. (7) Given the product [CH3:15][C:16]1([CH3:32])[C:20]([CH3:22])([CH3:21])[O:19][B:18]([C:2]2[CH:7]=[CH:6][C:5]([N:8]3[CH2:13][CH2:12][O:11][CH2:10][C:9]3=[O:14])=[CH:4][CH:3]=2)[O:17]1, predict the reactants needed to synthesize it. The reactants are: Br[C:2]1[CH:7]=[CH:6][C:5]([N:8]2[CH2:13][CH2:12][O:11][CH2:10][C:9]2=[O:14])=[CH:4][CH:3]=1.[CH3:15][C:16]1([CH3:32])[C:20]([CH3:22])([CH3:21])[O:19][B:18]([B:18]2[O:19][C:20]([CH3:22])([CH3:21])[C:16]([CH3:32])([CH3:15])[O:17]2)[O:17]1.C([O-])(=O)C.[K+]. (8) Given the product [Br:1][C:15]1[CH:14]=[CH:13][C:12]2[NH:11][C:10](=[O:9])[C:19]3[NH:20][CH:21]=[CH:22][C:18]=3[C:17]=2[CH:16]=1.[CH2:23]([C:25]([O-:27])=[O:26])[CH3:24], predict the reactants needed to synthesize it. The reactants are: [Br:1]N1C(=O)CCC1=O.[O:9]=[C:10]1[C:19]2[NH:20][CH:21]=[CH:22][C:18]=2[C:17]2[CH:16]=[CH:15][CH:14]=[CH:13][C:12]=2[NH:11]1.[CH2:23]([C:25]([O-:27])=[O:26])[CH3:24].